This data is from Full USPTO retrosynthesis dataset with 1.9M reactions from patents (1976-2016). The task is: Predict the reactants needed to synthesize the given product. The reactants are: [CH3:1][CH:2]([CH3:25])[CH2:3][CH2:4][NH:5][CH2:6][C:7]1[CH:8]=[CH:9][C:10]2[O:16][C:15]3[CH:17]=[CH:18][C:19]([C:21]([NH2:23])=[O:22])=[CH:20][C:14]=3[CH2:13][CH2:12][C:11]=2[CH:24]=1.[CH3:26][S:27]([OH:30])(=[O:29])=[O:28]. Given the product [CH3:26][S:27]([OH:30])(=[O:29])=[O:28].[CH3:1][CH:2]([CH3:25])[CH2:3][CH2:4][NH:5][CH2:6][C:7]1[CH:8]=[CH:9][C:10]2[O:16][C:15]3[CH:17]=[CH:18][C:19]([C:21]([NH2:23])=[O:22])=[CH:20][C:14]=3[CH2:13][CH2:12][C:11]=2[CH:24]=1, predict the reactants needed to synthesize it.